From a dataset of Forward reaction prediction with 1.9M reactions from USPTO patents (1976-2016). Predict the product of the given reaction. (1) Given the reactants [NH2:1][C:2]1[C:3]2[CH:14]=[C:13]([C:15]([F:18])([F:17])[F:16])[CH:12]=[CH:11][C:4]=2[S:5][C:6]=1[C:7]([O:9]C)=[O:8].O.[OH-].[Li+].O, predict the reaction product. The product is: [NH2:1][C:2]1[C:3]2[CH:14]=[C:13]([C:15]([F:18])([F:16])[F:17])[CH:12]=[CH:11][C:4]=2[S:5][C:6]=1[C:7]([OH:9])=[O:8]. (2) The product is: [C:47]([O:17][C@@H:16]1[C@@H:18]([CH2:19][OH:20])[O:23][C@@H:12]([N:11]2[C:43]3[N:44]=[CH:45][N:46]=[C:7]([NH:6][C:1](=[O:5])[CH2:2][CH2:3][CH3:4])[C:8]=3[N:9]=[CH:10]2)[C@@H:13]1[O:14][CH3:15])(=[O:54])[C:48]1[CH:53]=[CH:52][CH:51]=[CH:50][CH:49]=1. Given the reactants [C:1]([NH:6][C:7]1[C:8]2[N:9]=[CH:10][N:11]([C:43]=2[N:44]=[CH:45][N:46]=1)[C@:12]1(C(C2C=CC=CC=2)(C2C=CC=CC=2)C2C=CC=CC=2)[O:23][C@H:18]([CH2:19][O:20]OC)[C@@H:16]([OH:17])[C@H:13]1[O:14][CH3:15])(=[O:5])[CH2:2][CH2:3][CH3:4].[C:47](Cl)(=[O:54])[C:48]1[CH:53]=[CH:52][CH:51]=[CH:50][CH:49]=1, predict the reaction product. (3) Given the reactants Cl[C:2]1[C:11]2[C:6](=[CH:7][C:8]([S:12]([NH:15][C:16]3[CH:21]=[CH:20][N:19]=[CH:18][N:17]=3)(=[O:14])=[O:13])=[CH:9][CH:10]=2)[CH:5]=[CH:4][N:3]=1.[Cl:22][C:23]1[CH:24]=[C:25]([N:29]2[CH:33]=[C:32](B(O)O)[CH:31]=[N:30]2)[CH:26]=[CH:27][CH:28]=1.P([O-])([O-])([O-])=O.[K+].[K+].[K+].O1CCOCC1, predict the reaction product. The product is: [Cl:22][C:23]1[CH:24]=[C:25]([N:29]2[CH:33]=[C:32]([C:2]3[C:11]4[C:6](=[CH:7][C:8]([S:12]([NH:15][C:16]5[CH:21]=[CH:20][N:19]=[CH:18][N:17]=5)(=[O:14])=[O:13])=[CH:9][CH:10]=4)[CH:5]=[CH:4][N:3]=3)[CH:31]=[N:30]2)[CH:26]=[CH:27][CH:28]=1.